This data is from Forward reaction prediction with 1.9M reactions from USPTO patents (1976-2016). The task is: Predict the product of the given reaction. Given the reactants [NH2:1][C:2]1[CH:7]=[CH:6][C:5]([CH2:8]O)=[CH:4][C:3]=1[O:10][C:11]([F:14])([F:13])[F:12].[CH2:15]([O:17][C:18](=[O:34])[CH2:19][CH:20]([N:24]1[C:28]2[CH:29]=[CH:30][CH:31]=[CH:32][C:27]=2[NH:26][C:25]1=[O:33])[CH2:21][CH2:22][CH3:23])[CH3:16].C1(P(C2C=CC=CC=2)C2C=CC=CC=2)C=CC=CC=1.CC(OC(/N=N/C(OC(C)C)=O)=O)C, predict the reaction product. The product is: [CH2:15]([O:17][C:18](=[O:34])[CH2:19][CH:20]([N:24]1[C:28]2[CH:29]=[CH:30][CH:31]=[CH:32][C:27]=2[N:26]([CH2:8][C:5]2[CH:6]=[CH:7][C:2]([NH2:1])=[C:3]([O:10][C:11]([F:14])([F:13])[F:12])[CH:4]=2)[C:25]1=[O:33])[CH2:21][CH2:22][CH3:23])[CH3:16].